Task: Binary Classification. Given a miRNA mature sequence and a target amino acid sequence, predict their likelihood of interaction.. Dataset: Experimentally validated miRNA-target interactions with 360,000+ pairs, plus equal number of negative samples Result: 0 (no interaction). The miRNA is mmu-miR-532-5p with sequence CAUGCCUUGAGUGUAGGACCGU. The protein sequence of the target gene is MICLVLTIFANLFPAACTGAHERTFLAVKPDGVQRRLVGEIVRRFERKGFKLVALKLVQASEELLREHYAELRERPFYGRLVKYMASGPVVAMVWQGLDVVRTSRALIGATNPADAPPGTIRGDFCIEVGKNLIHGSDSVESARREIALWFRADELLCWEDSAGHWLYE.